From a dataset of Full USPTO retrosynthesis dataset with 1.9M reactions from patents (1976-2016). Predict the reactants needed to synthesize the given product. (1) Given the product [CH3:20][O:21][C:22](=[O:23])[CH2:1][C:2]1[CH:3]=[CH:4][N:5]=[CH:6][C:7]=1[C:8]#[N:9], predict the reactants needed to synthesize it. The reactants are: [CH3:1][C:2]1[C:7]([C:8]#[N:9])=[CH:6][N:5]=[CH:4][CH:3]=1.[Li+].C[Si]([N-][Si](C)(C)C)(C)C.[CH3:20][O:21][C:22](=O)[O:23]C.[Cl-].[NH4+]. (2) Given the product [OH:1][CH:2]([CH2:19][CH2:20][CH2:21][CH2:22][CH2:23][CH2:24][C:25]1[CH:26]=[CH:27][CH:28]=[CH:29][CH:30]=1)[C:3]([NH:5][CH2:6][C:7]1[S:8][C:9]([C:12]2[CH:17]=[CH:16][C:15]([O:18][CH2:33][C:34]3[CH:39]=[CH:38][N:37]=[CH:36][CH:35]=3)=[CH:14][CH:13]=2)=[N:10][N:11]=1)=[O:4], predict the reactants needed to synthesize it. The reactants are: [OH:1][CH:2]([CH2:19][CH2:20][CH2:21][CH2:22][CH2:23][CH2:24][C:25]1[CH:30]=[CH:29][CH:28]=[CH:27][CH:26]=1)[C:3]([NH:5][CH2:6][C:7]1[S:8][C:9]([C:12]2[CH:17]=[CH:16][C:15]([OH:18])=[CH:14][CH:13]=2)=[N:10][N:11]=1)=[O:4].Cl.Br[CH2:33][C:34]1[CH:39]=[CH:38][N:37]=[CH:36][CH:35]=1.C(=O)([O-])[O-].[K+].[K+]. (3) Given the product [CH2:22]([O:21][C:19]([C:12]1[N:11]=[CH:9][O:10][CH:13]=1)=[O:20])[CH3:23], predict the reactants needed to synthesize it. The reactants are: C(O)=O.C1N=CN([C:9]([N:11]2C=N[CH:13]=[CH:12]2)=[O:10])C=1.[N+](C[C:19]([O:21][CH2:22][CH3:23])=[O:20])#[C-].CCN(CC)CC. (4) Given the product [Cl:1][C:2]1[S:6][C:5]([C:7]2[N:8]=[C:9]([N:16]3[C:24]4[C:19](=[CH:20][CH:21]=[C:22]([O:25][CH2:26][C:27]([OH:29])=[O:28])[CH:23]=4)[CH2:18][CH2:17]3)[C:10]3[CH2:15][S:14][CH2:13][C:11]=3[N:12]=2)=[CH:4][CH:3]=1, predict the reactants needed to synthesize it. The reactants are: [Cl:1][C:2]1[S:6][C:5]([C:7]2[N:8]=[C:9]([N:16]3[C:24]4[C:19](=[CH:20][CH:21]=[C:22]([O:25][CH2:26][C:27]([O:29]CC)=[O:28])[CH:23]=4)[CH2:18][CH2:17]3)[C:10]3[CH2:15][S:14][CH2:13][C:11]=3[N:12]=2)=[CH:4][CH:3]=1.[OH-].[Na+].O1CCOCC1. (5) Given the product [Br:7][C:5]1[N:6]=[C:2]([S:10][CH3:9])[S:3][C:4]=1[CH3:8], predict the reactants needed to synthesize it. The reactants are: Br[C:2]1[S:3][C:4]([CH3:8])=[C:5]([Br:7])[N:6]=1.[CH3:9][S-:10].[Na+]. (6) Given the product [N:37]1([C:43]2[CH:49]=[CH:48][CH:47]=[CH:46][C:44]=2[NH:45][C:34]([C:33]2[O:29][N:30]=[CH:31][CH:32]=2)=[O:35])[CH2:42][CH2:41][CH2:40][CH2:39][CH2:38]1, predict the reactants needed to synthesize it. The reactants are: C1C=CC(CNS(C2C=CC3N=NN(O)C=3C=2)(=O)=O)=CC=1.Cl.N1C=CC=CC=1.[O:29]1[C:33]([C:34](Cl)=[O:35])=[CH:32][CH:31]=[N:30]1.[N:37]1([C:43]2[CH:49]=[CH:48][CH:47]=[CH:46][C:44]=2[NH2:45])[CH2:42][CH2:41][CH2:40][CH2:39][CH2:38]1. (7) Given the product [CH2:1]([O:8][C:9]1[CH:14]=[CH:13][C:12]([C:27]2[CH:28]=[CH:29][C:30]([NH:33][C:34](=[O:40])[O:35][C:36]([CH3:38])([CH3:37])[CH3:39])=[CH:31][CH:32]=2)=[C:11]([N+:16]([O-:18])=[O:17])[CH:10]=1)[C:2]1[CH:7]=[CH:6][CH:5]=[CH:4][CH:3]=1, predict the reactants needed to synthesize it. The reactants are: [CH2:1]([O:8][C:9]1[CH:14]=[CH:13][C:12](Cl)=[C:11]([N+:16]([O-:18])=[O:17])[CH:10]=1)[C:2]1[CH:7]=[CH:6][CH:5]=[CH:4][CH:3]=1.CC1(C)C(C)(C)OB([C:27]2[CH:32]=[CH:31][C:30]([NH:33][C:34](=[O:40])[O:35][C:36]([CH3:39])([CH3:38])[CH3:37])=[CH:29][CH:28]=2)O1.C([O-])([O-])=O.[Na+].[Na+].CCOC(C)=O. (8) Given the product [CH2:1]([O:5][CH2:6][CH2:7][O:8][C:9]1[CH:10]=[CH:11][C:12]([C:15]2[CH:16]=[CH:17][C:18]3[N:24]([CH2:25][CH:26]([CH3:27])[CH3:28])[CH2:23][CH2:22][C:21]([C:29]([NH:31][C:32]4[CH:33]=[CH:34][C:35]([S:38]([CH2:40][C:41]5[CH:46]=[CH:45][CH:44]=[CH:43][C:42]=5[OH:47])=[O:39])=[CH:36][CH:37]=4)=[O:30])=[CH:20][C:19]=3[CH:51]=2)=[CH:13][CH:14]=1)[CH2:2][CH2:3][CH3:4], predict the reactants needed to synthesize it. The reactants are: [CH2:1]([O:5][CH2:6][CH2:7][O:8][C:9]1[CH:14]=[CH:13][C:12]([C:15]2[CH:16]=[CH:17][C:18]3[N:24]([CH2:25][CH:26]([CH3:28])[CH3:27])[CH2:23][CH2:22][C:21]([C:29]([NH:31][C:32]4[CH:37]=[CH:36][C:35]([S:38]([CH2:40][C:41]5[CH:46]=[CH:45][CH:44]=[CH:43][C:42]=5[O:47]COC)=[O:39])=[CH:34][CH:33]=4)=[O:30])=[CH:20][C:19]=3[CH:51]=2)=[CH:11][CH:10]=1)[CH2:2][CH2:3][CH3:4].Cl.C(OCC)(=O)C.C(=O)(O)[O-].[Na+]. (9) The reactants are: C([O:8][NH:9][C:10]1([CH2:45][CH2:46][CH:47]([CH3:49])[CH3:48])[C:19]2[C:14](=[CH:15][CH:16]=[CH:17][CH:18]=2)[C:13]([OH:20])=[C:12]([C:21]2[NH:26][C:25]3[CH:27]=[CH:28][C:29]([N:31]([S:38]([CH3:41])(=[O:40])=[O:39])[CH2:32][C:33]([O:35][CH2:36][CH3:37])=[O:34])=[CH:30][C:24]=3[S:23](=[O:43])(=[O:42])[N:22]=2)[C:11]1=[O:44])C1C=CC=CC=1. Given the product [OH:20][C:13]1[C:14]2[C:19](=[CH:18][CH:17]=[CH:16][CH:15]=2)[C:10]([NH:9][OH:8])([CH2:45][CH2:46][CH:47]([CH3:49])[CH3:48])[C:11](=[O:44])[C:12]=1[C:21]1[NH:26][C:25]2[CH:27]=[CH:28][C:29]([N:31]([CH2:32][C:33]([O:35][CH2:36][CH3:37])=[O:34])[S:38]([CH3:41])(=[O:40])=[O:39])=[CH:30][C:24]=2[S:23](=[O:42])(=[O:43])[N:22]=1, predict the reactants needed to synthesize it. (10) Given the product [CH3:1][C:2]1([CH3:29])[O:6][C@H:5]([CH2:7][N:8]2[CH:12]=[CH:11][C:10]([NH:13][C:14](=[O:28])[CH:15]([N:20]3[C:25](=[O:26])[CH:24]=[C:23]([O:41][C:32]4[CH:33]=[CH:34][CH:35]=[C:36]([C:37]([F:38])([F:39])[F:40])[C:31]=4[Cl:30])[CH:22]=[N:21]3)[CH2:16][CH:17]([CH3:19])[CH3:18])=[N:9]2)[CH2:4][O:3]1, predict the reactants needed to synthesize it. The reactants are: [CH3:1][C:2]1([CH3:29])[O:6][C@H:5]([CH2:7][N:8]2[CH:12]=[CH:11][C:10]([NH:13][C:14](=[O:28])[CH:15]([N:20]3[C:25](=[O:26])[CH:24]=[C:23](I)[CH:22]=[N:21]3)[CH2:16][CH:17]([CH3:19])[CH3:18])=[N:9]2)[CH2:4][O:3]1.[Cl:30][C:31]1[C:36]([C:37]([F:40])([F:39])[F:38])=[CH:35][CH:34]=[CH:33][C:32]=1[OH:41].C(=O)([O-])[O-].[Cs+].[Cs+].